This data is from Catalyst prediction with 721,799 reactions and 888 catalyst types from USPTO. The task is: Predict which catalyst facilitates the given reaction. (1) Reactant: [C:1]([N:8]1[CH2:13][CH2:12][NH:11][C@H:10]([C:14]([OH:16])=O)[CH2:9]1)([O:3][C:4]([CH3:7])([CH3:6])[CH3:5])=[O:2].C=O.[BH-](OC(C)=O)(OC(C)=O)O[C:21](C)=O.[Na+].[CH2:33]([N:40]1[CH2:46][CH2:45][CH2:44][NH:43][CH2:42][CH2:41]1)[C:34]1[CH:39]=[CH:38][CH:37]=[CH:36][CH:35]=1.CCN(C(C)C)C(C)C.CN(C(ON1N=NC2C=CC=CC1=2)=[N+](C)C)C.F[P-](F)(F)(F)(F)F. Product: [CH2:33]([N:40]1[CH2:46][CH2:45][CH2:44][N:43]([C:14]([CH:10]2[N:11]([CH3:21])[CH2:12][CH2:13][N:8]([C:1]([O:3][C:4]([CH3:5])([CH3:6])[CH3:7])=[O:2])[CH2:9]2)=[O:16])[CH2:42][CH2:41]1)[C:34]1[CH:35]=[CH:36][CH:37]=[CH:38][CH:39]=1. The catalyst class is: 475. (2) Reactant: [CH2:1]([N:3]1[C:11]2[C:6](=[N:7][CH:8]=[CH:9][CH:10]=2)[C:5]([C:12]2[CH:17]=[CH:16][C:15]([C:18]([C:20]3[N:24](COCC[Si](C)(C)C)[C:23]4[CH:33]=[CH:34][CH:35]=[CH:36][C:22]=4[N:21]=3)=[O:19])=[CH:14][CH:13]=2)=[N:4]1)[CH3:2].CCO.Cl.[OH-].[Na+]. Product: [NH:24]1[C:23]2[CH:33]=[CH:34][CH:35]=[CH:36][C:22]=2[N:21]=[C:20]1[C:18]([C:15]1[CH:14]=[CH:13][C:12]([C:5]2[C:6]3=[N:7][CH:8]=[CH:9][CH:10]=[C:11]3[N:3]([CH2:1][CH3:2])[N:4]=2)=[CH:17][CH:16]=1)=[O:19]. The catalyst class is: 6. (3) Reactant: [CH3:1][O:2][C:3]([C:5]1[N:6]=[C:7](I)[C:8]2[C:9](=[O:23])[N:10]([CH2:16][C:17]3[CH:22]=[CH:21][CH:20]=[CH:19][CH:18]=3)[CH:11]=[CH:12][C:13]=2[C:14]=1[OH:15])=[O:4].[C:25]1([Sn](CCCC)(CCCC)CCCC)[CH:30]=[CH:29][CH:28]=[CH:27][CH:26]=1.CCOC(C)=O.Cl. Product: [CH3:1][O:2][C:3]([C:5]1[N:6]=[C:7]([C:25]2[CH:30]=[CH:29][CH:28]=[CH:27][CH:26]=2)[C:8]2[C:9](=[O:23])[N:10]([CH2:16][C:17]3[CH:22]=[CH:21][CH:20]=[CH:19][CH:18]=3)[CH:11]=[CH:12][C:13]=2[C:14]=1[OH:15])=[O:4]. The catalyst class is: 510. (4) Reactant: [CH:1]([O:4][C:5]1[CH:6]=[C:7]([CH:14]=[CH:15][C:16]=1[N+:17]([O-])=O)[O:8][CH2:9][CH2:10][N:11]([CH3:13])[CH3:12])([CH3:3])[CH3:2].[H][H]. Product: [CH3:12][N:11]([CH3:13])[CH2:10][CH2:9][O:8][C:7]1[CH:14]=[CH:15][C:16]([NH2:17])=[C:5]([O:4][CH:1]([CH3:2])[CH3:3])[CH:6]=1. The catalyst class is: 78. (5) Reactant: [CH3:1][C:2]1[CH:28]=[CH:27][C:5]([C:6]([NH:8][C:9]2[CH:14]=[CH:13][C:12]([CH2:15][N:16]3[CH2:21][CH2:20][N:19]([CH3:22])[CH2:18][CH2:17]3)=[C:11]([C:23]([F:26])([F:25])[F:24])[CH:10]=2)=[O:7])=[CH:4][C:3]=1[C:29]#[C:30][Si](C)(C)C.CCCC[N+](CCCC)(CCCC)CCCC.[F-]. Product: [C:29]([C:3]1[CH:4]=[C:5]([CH:27]=[CH:28][C:2]=1[CH3:1])[C:6]([NH:8][C:9]1[CH:14]=[CH:13][C:12]([CH2:15][N:16]2[CH2:17][CH2:18][N:19]([CH3:22])[CH2:20][CH2:21]2)=[C:11]([C:23]([F:24])([F:26])[F:25])[CH:10]=1)=[O:7])#[CH:30]. The catalyst class is: 1. (6) Reactant: [CH2:1]([O:3][C:4]([C:6]1[N:7]=[N:8][C:9]([C:12]([O:14][CH2:15][CH3:16])=[O:13])=NN=1)=[O:5])[CH3:2].[NH:17]1[C:25]2[C:20](=[CH:21][CH:22]=[CH:23][CH:24]=2)[CH:19]=[CH:18]1. Product: [C:6]1([C:4]([O:3][CH2:1][CH3:2])=[O:5])[N:7]=[N:8][C:9]([C:12]([O:14][CH2:15][CH3:16])=[O:13])=[C:18]2[C:19]=1[C:20]1[CH:21]=[CH:22][CH:23]=[CH:24][C:25]=1[NH:17]2. The catalyst class is: 2. (7) Reactant: [Cl:1][C:2]1[CH:7]=[C:6]([Cl:8])[CH:5]=[CH:4][C:3]=1[C@H:9]([N:11]1[C:19]2[C:14](=[CH:15][CH:16]=[C:17]([N:20]3[CH2:25][CH2:24][NH:23][C@H:22]([CH3:26])[CH2:21]3)[CH:18]=2)[CH:13]=[N:12]1)[CH3:10].C(OC([N:34]1[CH2:38][CH2:37][CH2:36][C@@H:35]1[C:39](O)=[O:40])=O)(C)(C)C.CN(C(ON1N=NC2C=CC=NC1=2)=[N+](C)C)C.F[P-](F)(F)(F)(F)F.CCN(CC)CC. Product: [Cl:1][C:2]1[CH:7]=[C:6]([Cl:8])[CH:5]=[CH:4][C:3]=1[C@H:9]([N:11]1[C:19]2[C:14](=[CH:15][CH:16]=[C:17]([N:20]3[CH2:25][CH2:24][N:23]([C:39]([C@H:35]4[CH2:36][CH2:37][CH2:38][NH:34]4)=[O:40])[C@H:22]([CH3:26])[CH2:21]3)[CH:18]=2)[CH:13]=[N:12]1)[CH3:10]. The catalyst class is: 4. (8) Reactant: [I:1][C:2]1[CH:8]=[CH:7][CH:6]=[CH:5][C:3]=1[NH2:4].[N:9]([O-])=O.[Na+].[Sn](Cl)[Cl:14]. Product: [ClH:14].[I:1][C:2]1[CH:8]=[CH:7][CH:6]=[CH:5][C:3]=1[NH:4][NH2:9]. The catalyst class is: 126.